This data is from Full USPTO retrosynthesis dataset with 1.9M reactions from patents (1976-2016). The task is: Predict the reactants needed to synthesize the given product. (1) The reactants are: C[Si](C)(C)[N-][Si](C)(C)C.[Li+].[C:11]([O:14][CH2:15][CH3:16])(=[O:13])[CH3:12].[F:17][C:18]([F:25])([CH3:24])[C:19](OCC)=[O:20].[Cl-].[NH4+].Cl. Given the product [F:17][C:18]([F:25])([CH3:24])[C:19](=[O:20])[CH2:12][C:11]([O:14][CH2:15][CH3:16])=[O:13], predict the reactants needed to synthesize it. (2) Given the product [N:14]1[CH:13]=[CH:12][C:11]([C:3]2[O:4][C:5]([C:7]([CH3:10])([CH3:9])[CH3:8])=[CH:6][C:2]=2[NH:1][C:26]([NH:25][C:19]2[CH:20]=[CH:21][CH:22]=[C:23]([Cl:24])[C:18]=2[Cl:17])=[O:27])=[CH:16][CH:15]=1, predict the reactants needed to synthesize it. The reactants are: [NH2:1][C:2]1[CH:6]=[C:5]([C:7]([CH3:10])([CH3:9])[CH3:8])[O:4][C:3]=1[C:11]1[CH:16]=[CH:15][N:14]=[CH:13][CH:12]=1.[Cl:17][C:18]1[C:23]([Cl:24])=[CH:22][CH:21]=[CH:20][C:19]=1[N:25]=[C:26]=[O:27]. (3) Given the product [CH2:3]([N:6]1[CH2:11][CH2:10][NH:9][C:7]1=[O:8])[CH:4]=[CH2:5], predict the reactants needed to synthesize it. The reactants are: [H-].[Na+].[CH2:3]([NH:6][C:7]([NH:9][CH2:10][CH2:11]Cl)=[O:8])[CH:4]=[CH2:5]. (4) The reactants are: FC(F)(F)C(O)=O.[Br:8][C:9]1[CH:10]=[C:11]([CH:35]=[CH:36][CH:37]=1)[C:12]([NH:14][C:15]1[CH:27]=[C:26]([O:28][C:29]2[CH:34]=[CH:33][CH:32]=[CH:31][CH:30]=2)[CH:25]=[CH:24][C:16]=1[C:17]([O:19]C(C)(C)C)=[O:18])=[O:13]. Given the product [Br:8][C:9]1[CH:10]=[C:11]([CH:35]=[CH:36][CH:37]=1)[C:12]([NH:14][C:15]1[CH:27]=[C:26]([O:28][C:29]2[CH:34]=[CH:33][CH:32]=[CH:31][CH:30]=2)[CH:25]=[CH:24][C:16]=1[C:17]([OH:19])=[O:18])=[O:13], predict the reactants needed to synthesize it. (5) Given the product [F:38][C:20]([F:19])([F:39])[C:21]([NH:23][CH2:24][C:25]1[CH:30]=[CH:29][C:28]([F:31])=[C:27]([CH:32]2[CH2:37][CH2:36][N:35]([C:15]([C:7]3[C:8]4[C:13](=[CH:12][CH:11]=[CH:10][C:9]=4[CH3:14])[N:5]([CH2:4][CH2:3][O:2][CH3:1])[CH:6]=3)=[O:17])[CH2:34][CH2:33]2)[CH:26]=1)=[O:22], predict the reactants needed to synthesize it. The reactants are: [CH3:1][O:2][CH2:3][CH2:4][N:5]1[C:13]2[C:8](=[C:9]([CH3:14])[CH:10]=[CH:11][CH:12]=2)[C:7]([C:15]([OH:17])=O)=[CH:6]1.Cl.[F:19][C:20]([F:39])([F:38])[C:21]([NH:23][CH2:24][C:25]1[CH:30]=[CH:29][C:28]([F:31])=[C:27]([CH:32]2[CH2:37][CH2:36][NH:35][CH2:34][CH2:33]2)[CH:26]=1)=[O:22]. (6) Given the product [F:1][CH:2]1[CH:7]([N:8]2[C:9]3=[C:10]4[S:23][CH:22]=[CH:21][C:11]4=[N:12][CH:13]=[C:14]3[N:15]=[C:16]2[C@H:17]([OH:19])[CH3:18])[CH2:6][CH2:5][N:4]([C:24]([O:26][C:27]([CH3:30])([CH3:29])[CH3:28])=[O:25])[CH2:3]1, predict the reactants needed to synthesize it. The reactants are: [F:1][CH:2]1[CH:7]([NH:8][C:9]2[C:14]([NH:15][C:16](=O)[C@H:17]([OH:19])[CH3:18])=[CH:13][N:12]=[C:11]3[CH:21]=[CH:22][S:23][C:10]=23)[CH2:6][CH2:5][N:4]([C:24]([O:26][C:27]([CH3:30])([CH3:29])[CH3:28])=[O:25])[CH2:3]1. (7) Given the product [Cl:20][CH2:19][O:1][N:2]1[C:3](=[O:12])[C:4]2=[CH:11][CH:10]=[CH:9][CH:8]=[C:5]2[C:6]1=[O:7], predict the reactants needed to synthesize it. The reactants are: [OH:1][N:2]1[C:6](=[O:7])[C:5]2=[CH:8][CH:9]=[CH:10][CH:11]=[C:4]2[C:3]1=[O:12].CCOC(C)=O.[CH:19](Cl)(Cl)[Cl:20]. (8) Given the product [Br:16][CH2:17][CH2:18][CH2:19][CH2:20][N:8]1[C:7](=[O:9])[C:6]2[CH:10]=[CH:11][CH:12]=[CH:13][C:5]=2[O:4][CH:3]=[C:2]1[CH3:1], predict the reactants needed to synthesize it. The reactants are: [CH3:1][C:2]1[NH:8][C:7](=[O:9])[C:6]2[CH:10]=[CH:11][CH:12]=[CH:13][C:5]=2[O:4][CH:3]=1.[OH-].[Na+].[Br:16][CH2:17][CH2:18][CH2:19][CH2:20]Br.C(OCC)(=O)C. (9) Given the product [Br:26][C:10]1[C:11]([CH3:25])=[C:12]([O:17][CH2:18][C:19]2[CH:24]=[CH:23][CH:22]=[CH:21][CH:20]=2)[C:13]([CH3:16])=[C:14]([CH3:15])[C:9]=1[O:8][CH2:1][C:2]1[CH:3]=[CH:4][CH:5]=[CH:6][CH:7]=1, predict the reactants needed to synthesize it. The reactants are: [CH2:1]([O:8][C:9]1[C:14]([CH3:15])=[C:13]([CH3:16])[C:12]([O:17][CH2:18][C:19]2[CH:24]=[CH:23][CH:22]=[CH:21][CH:20]=2)=[C:11]([CH3:25])[CH:10]=1)[C:2]1[CH:7]=[CH:6][CH:5]=[CH:4][CH:3]=1.[Br:26]Br.CCCCCCC.